Task: Predict the product of the given reaction.. Dataset: Forward reaction prediction with 1.9M reactions from USPTO patents (1976-2016) (1) Given the reactants [N+:1]([C:4]1[CH:5]=[N:6][C:7]2[C:12]([C:13]=1[OH:14])=[N:11][CH:10]=[CH:9][CH:8]=2)([O-])=O.[N+:15]([C:18]1[CH:19]=[N:20][C:21]2[C:26]([C:27]=1[OH:28])=[CH:25][CH:24]=[CH:23][CH:22]=2)([O-])=O, predict the reaction product. The product is: [NH2:1][C:4]1[CH:5]=[N:6][C:7]2[C:12]([C:13]=1[OH:14])=[N:11][CH:10]=[CH:9][CH:8]=2.[NH2:15][C:18]1[CH:19]=[N:20][C:21]2[C:26]([C:27]=1[OH:28])=[CH:25][CH:24]=[CH:23][CH:22]=2. (2) Given the reactants [CH:1]1([NH2:4])[CH2:3][CH2:2]1.[C:5]([C:8]1[CH:13]=[N:12][N:11]2[CH:14]=[C:15]([C:17]3[O:18][C:19](S(C)=O)=[N:20][N:21]=3)[CH:16]=[C:10]2[C:9]=1[NH:25][C@@H:26]1[CH2:31][CH2:30][N:29](C(OC(C)(C)C)=O)[CH2:28][C:27]1([CH3:40])[CH3:39])(=[O:7])[NH2:6], predict the reaction product. The product is: [CH:1]1([NH:4][C:19]2[O:18][C:17]([C:15]3[CH:16]=[C:10]4[C:9]([NH:25][C@@H:26]5[CH2:31][CH2:30][NH:29][CH2:28][C:27]5([CH3:40])[CH3:39])=[C:8]([C:5]([NH2:6])=[O:7])[CH:13]=[N:12][N:11]4[CH:14]=3)=[N:21][N:20]=2)[CH2:3][CH2:2]1. (3) Given the reactants [CH:1]([O:4][C:5]([C:7]1[S:11][C:10]([CH2:12][CH2:13][C:14](O)=[O:15])=[CH:9][CH:8]=1)=[O:6])([CH3:3])[CH3:2], predict the reaction product. The product is: [OH:15][CH2:14][CH2:13][CH2:12][C:10]1[S:11][C:7]([C:5]([O:4][CH:1]([CH3:3])[CH3:2])=[O:6])=[CH:8][CH:9]=1. (4) Given the reactants [CH3:1][O:2][CH2:3][CH2:4][NH2:5].[Br:6][C:7]1[CH:8]=[N:9][N:10]([CH2:12][CH2:13]Cl)[CH:11]=1, predict the reaction product. The product is: [Br:6][C:7]1[CH:8]=[N:9][N:10]([CH2:12][CH2:13][NH:5][CH2:4][CH2:3][O:2][CH3:1])[CH:11]=1. (5) Given the reactants [C:1]([OH:9])(=O)[C:2]1[CH:7]=[CH:6][CH:5]=[N:4][CH:3]=1.CN1CCOCC1.CCN=C=NCCCN(C)C.Cl.[CH3:29][O:30][C:31](=[O:38])[C@H:32]([C@H:34]([CH2:36][CH3:37])[CH3:35])[NH2:33], predict the reaction product. The product is: [CH3:29][O:30][C:31](=[O:38])[CH:32]([NH:33][C:1]([C:2]1[CH:3]=[N:4][CH:5]=[CH:6][CH:7]=1)=[O:9])[CH:34]([CH3:35])[CH2:36][CH3:37].